From a dataset of Full USPTO retrosynthesis dataset with 1.9M reactions from patents (1976-2016). Predict the reactants needed to synthesize the given product. (1) Given the product [NH2:1][C:2]1[N:7]=[C:6]([S:8]([NH:11][C:12]([C:14]2[C:15]([N:28]3[CH2:29][C@@H:30]([CH3:32])[CH2:31][C:27]3([CH3:33])[CH3:26])=[N:16][C:17]([C:21]([CH3:24])([CH3:23])[CH3:22])=[C:18]([I:20])[CH:19]=2)=[O:13])(=[O:10])=[O:9])[CH:5]=[CH:4][CH:3]=1, predict the reactants needed to synthesize it. The reactants are: [NH2:1][C:2]1[N:7]=[C:6]([S:8]([NH:11][C:12]([C:14]2[C:15](Cl)=[N:16][C:17]([C:21]([CH3:24])([CH3:23])[CH3:22])=[C:18]([I:20])[CH:19]=2)=[O:13])(=[O:10])=[O:9])[CH:5]=[CH:4][CH:3]=1.[CH3:26][C:27]1([CH3:33])[CH2:31][C@H:30]([CH3:32])[CH2:29][NH:28]1.C([O-])([O-])=O.[K+].[K+].Cl. (2) Given the product [C:22]1([NH:21][C:19]2[N:20]=[C:15]([NH2:14])[N:16]=[C:17]([C:28]3[N:29]=[C:6]([C:7]([Cl:8])([Cl:9])[Cl:10])[O:11][N:30]=3)[N:18]=2)[CH:23]=[CH:24][CH:25]=[CH:26][CH:27]=1, predict the reactants needed to synthesize it. The reactants are: [Cl:8][C:7]([Cl:10])([Cl:9])[C:6](O[C:6](=[O:11])[C:7]([Cl:10])([Cl:9])[Cl:8])=[O:11].[NH2:14][C:15]1[N:20]=[C:19]([NH:21][C:22]2[CH:27]=[CH:26][CH:25]=[CH:24][CH:23]=2)[N:18]=[C:17](/[C:28](=[N:30]/O)/[NH2:29])[N:16]=1.N1C=CC=CC=1. (3) The reactants are: [CH3:1][O:2][C:3]1[CH:35]=[C:34]([O:36][CH3:37])[CH:33]=[CH:32][C:4]=1[CH2:5][N:6]1[C:15]2[C:14]3[CH:16]=[C:17]4[C:21](=[CH:22][C:13]=3[CH2:12][CH2:11][C:10]=2[C:9]([OH:26])=[C:8]([C:27]([O:29]C)=[O:28])[C:7]1=[O:31])[N:20]([CH3:23])[C:19]([CH2:24][OH:25])=[CH:18]4.[Li+].[I-].Cl. Given the product [CH3:1][O:2][C:3]1[CH:35]=[C:34]([O:36][CH3:37])[CH:33]=[CH:32][C:4]=1[CH2:5][N:6]1[C:15]2[C:14]3[CH:16]=[C:17]4[C:21](=[CH:22][C:13]=3[CH2:12][CH2:11][C:10]=2[C:9]([OH:26])=[C:8]([C:27]([OH:29])=[O:28])[C:7]1=[O:31])[N:20]([CH3:23])[C:19]([CH2:24][OH:25])=[CH:18]4, predict the reactants needed to synthesize it. (4) Given the product [C:31]([O:9][CH2:8][C:6]1[CH:7]=[C:2]([F:1])[CH:3]=[CH:4][C:5]=1[C:10]1[CH:11]=[N:12][C:13]2[N:14]([CH:16]=[C:17]([CH2:19][O:20][C:21]3[CH:26]=[CH:25][CH:24]=[CH:23][N:22]=3)[N:18]=2)[CH:15]=1)(=[O:33])[CH3:32], predict the reactants needed to synthesize it. The reactants are: [F:1][C:2]1[CH:3]=[CH:4][C:5]([C:10]2[CH:11]=[N:12][C:13]3[N:14]([CH:16]=[C:17]([CH2:19][O:20][C:21]4[CH:26]=[CH:25][CH:24]=[CH:23][N:22]=4)[N:18]=3)[CH:15]=2)=[C:6]([CH2:8][OH:9])[CH:7]=1.CN(C)C.[C:31](Cl)(=[O:33])[CH3:32].O.